From a dataset of Full USPTO retrosynthesis dataset with 1.9M reactions from patents (1976-2016). Predict the reactants needed to synthesize the given product. (1) Given the product [C:1]([Si:5]([O:6][C@@H:7]([CH2:10][CH2:11][C:12]1[CH:13]=[CH:14][CH:15]=[CH:16][CH:17]=1)/[CH:8]=[CH:9]/[I:20])([CH3:18])[CH3:19])([CH3:3])([CH3:2])[CH3:4], predict the reactants needed to synthesize it. The reactants are: [C:1]([Si:5]([CH3:19])([CH3:18])[O:6][C@@H:7]([CH2:10][CH2:11][C:12]1[CH:17]=[CH:16][CH:15]=[CH:14][CH:13]=1)[C:8]#[CH:9])([CH3:4])([CH3:3])[CH3:2].[I:20]I. (2) Given the product [C:31]([Si:35]([CH3:52])([CH3:51])[O:36][CH:37]([C:39]1[O:40][C:41]([CH2:44][N:45]2[CH:49]=[CH:48][C:47]([NH:50][C:14]([C:10]3[N:11]=[CH:12][O:13][C:9]=3[C:3]3[CH:4]=[CH:5][CH:6]=[CH:7][CH:8]=3)=[O:16])=[N:46]2)=[CH:42][N:43]=1)[CH3:38])([CH3:34])([CH3:33])[CH3:32], predict the reactants needed to synthesize it. The reactants are: N#N.[C:3]1([C:9]2[O:13][CH:12]=[N:11][C:10]=2[C:14]([OH:16])=O)[CH:8]=[CH:7][CH:6]=[CH:5][CH:4]=1.C1C=CC2N(O)N=NC=2C=1.C(Cl)CCl.[C:31]([Si:35]([CH3:52])([CH3:51])[O:36][CH:37]([C:39]1[O:40][C:41]([CH2:44][N:45]2[CH:49]=[CH:48][C:47]([NH2:50])=[N:46]2)=[CH:42][N:43]=1)[CH3:38])([CH3:34])([CH3:33])[CH3:32].